The task is: Predict the product of the given reaction.. This data is from Forward reaction prediction with 1.9M reactions from USPTO patents (1976-2016). (1) Given the reactants Br[C:2]1[CH:3]=[C:4]([CH:11]=[C:12]([F:14])[CH:13]=1)[O:5][CH2:6][C:7]([CH3:10])([OH:9])[CH3:8].[B:15]1([B:15]2[O:19][C:18]([CH3:21])([CH3:20])[C:17]([CH3:23])([CH3:22])[O:16]2)[O:19][C:18]([CH3:21])([CH3:20])[C:17]([CH3:23])([CH3:22])[O:16]1.CC([O-])=O.[K+].C(Cl)Cl, predict the reaction product. The product is: [F:14][C:12]1[CH:11]=[C:4]([CH:3]=[C:2]([B:15]2[O:19][C:18]([CH3:21])([CH3:20])[C:17]([CH3:23])([CH3:22])[O:16]2)[CH:13]=1)[O:5][CH2:6][C:7]([CH3:10])([OH:9])[CH3:8]. (2) Given the reactants [CH3:1][N:2]1[C:6]([C:7]2[CH:14]=[CH:13][C:10]([CH:11]=O)=[CH:9][CH:8]=2)=[CH:5][CH:4]=[N:3]1.N1(C2C=C[C:23]([CH:24]=[O:25])=CC=2)C=CC=N1, predict the reaction product. The product is: [CH3:1][N:2]1[C:6]([C:7]2[CH:14]=[CH:13][C:10]([CH:11]=[CH:23][CH:24]=[O:25])=[CH:9][CH:8]=2)=[CH:5][CH:4]=[N:3]1.